From a dataset of Forward reaction prediction with 1.9M reactions from USPTO patents (1976-2016). Predict the product of the given reaction. (1) Given the reactants C([O:8][C:9]1[C:14]([C:15]2[CH:16]=[C:17]([C:38]([CH3:41])([CH3:40])[CH3:39])[C:18]([O:36][CH3:37])=[C:19]([NH:21][C:22]([C:24]3[N:25]=[N:26][C:27]([NH:30][CH2:31][C:32]([F:35])([F:34])[F:33])=[CH:28][CH:29]=3)=[O:23])[CH:20]=2)=[CH:13][CH:12]=[CH:11][N:10]=1)C1C=CC=CC=1, predict the reaction product. The product is: [C:38]([C:17]1[C:18]([O:36][CH3:37])=[C:19]([NH:21][C:22]([C:24]2[N:25]=[N:26][C:27]([NH:30][CH2:31][C:32]([F:35])([F:33])[F:34])=[CH:28][CH:29]=2)=[O:23])[CH:20]=[C:15]([C:14]2[C:9](=[O:8])[NH:10][CH:11]=[CH:12][CH:13]=2)[CH:16]=1)([CH3:41])([CH3:39])[CH3:40]. (2) Given the reactants C(=O)([O-])[O-].[Cs+].[Cs+].C1C=CC(P(C2C(C3C(P(C4C=CC=CC=4)C4C=CC=CC=4)=CC=C4C=3C=CC=C4)=C3C(C=CC=C3)=CC=2)C2C=CC=CC=2)=CC=1.[CH3:53][C:54]1[CH:63]=[CH:62][C:61]2[C:56](=[CH:57][CH:58]=[CH:59][C:60]=2[O:64][CH2:65][CH2:66][N:67]2[CH2:72][CH2:71][C:70](=[CH:73][C:74]3[CH:75]=[C:76](Br)[CH:77]=[CH:78][CH:79]=3)[CH2:69][CH2:68]2)[N:55]=1.[CH3:81][C@H:82]1[CH2:87][NH:86][CH2:85][C@@H:84]([CH3:88])[NH:83]1, predict the reaction product. The product is: [NH3:55].[CH3:88][C@H:84]1[NH:83][C@@H:82]([CH3:81])[CH2:87][N:86]([C:78]2[CH:79]=[C:74]([CH:75]=[CH:76][CH:77]=2)[CH:73]=[C:70]2[CH2:71][CH2:72][N:67]([CH2:66][CH2:65][O:64][C:60]3[CH:59]=[CH:58][CH:57]=[C:56]4[C:61]=3[CH:62]=[CH:63][C:54]([CH3:53])=[N:55]4)[CH2:68][CH2:69]2)[CH2:85]1. (3) Given the reactants [F:1][C:2]1[CH:7]=[CH:6][C:5]([C:8]2[S:9][C:10]([C:13]([C:16]3[CH:21]=[CH:20][N:19]=[CH:18][CH:17]=3)([OH:15])[CH3:14])=[CH:11][N:12]=2)=[CH:4][CH:3]=1.[CH3:22][C:23]1[CH:28]=[CH:27][C:26]([S:29]([OH:32])(=[O:31])=[O:30])=[CH:25][CH:24]=1, predict the reaction product. The product is: [CH3:22][C:23]1[CH:24]=[CH:25][C:26]([S:29]([OH:32])(=[O:31])=[O:30])=[CH:27][CH:28]=1.[F:1][C:2]1[CH:7]=[CH:6][C:5]([C:8]2[S:9][C:10]([C:13]([C:16]3[CH:17]=[CH:18][N:19]=[CH:20][CH:21]=3)([OH:15])[CH3:14])=[CH:11][N:12]=2)=[CH:4][CH:3]=1. (4) Given the reactants [CH3:1][O:2][C:3]1[CH:4]=[C:5]2[O:9][C:8]([C:10]3[N:11]=[C:12]4[N:16]([CH:17]=3)[N:15]=[C:14]([O:18][CH3:19])[S:13]4)=[CH:7][C:6]2=[C:20]([OH:22])[CH:21]=1.C1(P(C2C=CC=CC=2)C2C=CC=CC=2)C=CC=CC=1.[CH2:42]([O:49][C:50]1[CH:51]=[C:52]([CH:55]=[CH:56][CH:57]=1)[CH2:53]O)[C:43]1[CH:48]=[CH:47][CH:46]=[CH:45][CH:44]=1.N(C(OC(C)C)=O)=NC(OC(C)C)=O, predict the reaction product. The product is: [CH2:42]([O:49][C:50]1[CH:51]=[C:52]([CH:55]=[CH:56][CH:57]=1)[CH2:53][O:22][C:20]1[C:6]2[CH:7]=[C:8]([C:10]3[N:11]=[C:12]4[N:16]([CH:17]=3)[N:15]=[C:14]([O:18][CH3:19])[S:13]4)[O:9][C:5]=2[CH:4]=[C:3]([O:2][CH3:1])[CH:21]=1)[C:43]1[CH:44]=[CH:45][CH:46]=[CH:47][CH:48]=1.